Dataset: Forward reaction prediction with 1.9M reactions from USPTO patents (1976-2016). Task: Predict the product of the given reaction. Given the reactants I[C:2]1[CH:3]=[CH:4][C:5]2[N:6]([CH:8]=[C:9]([NH:11][C:12]([CH:14]3[CH2:16][CH2:15]3)=[O:13])[N:10]=2)[N:7]=1.[CH3:17][C:18]1[S:19][C:20]2[CH:26]=[CH:25][C:24]([OH:27])=[CH:23][C:21]=2[N:22]=1.C(=O)([O-])[O-].[K+].[K+], predict the reaction product. The product is: [CH3:17][C:18]1[S:19][C:20]2[CH:26]=[CH:25][C:24]([O:27][C:2]3[CH:3]=[CH:4][C:5]4[N:6]([CH:8]=[C:9]([NH:11][C:12]([CH:14]5[CH2:16][CH2:15]5)=[O:13])[N:10]=4)[N:7]=3)=[CH:23][C:21]=2[N:22]=1.